Predict the product of the given reaction. From a dataset of Forward reaction prediction with 1.9M reactions from USPTO patents (1976-2016). (1) Given the reactants [CH3:1][O:2][CH2:3][CH2:4][CH2:5][O:6][CH:7]([C:19]1[CH:24]=[CH:23][CH:22]=[CH:21][CH:20]=1)[CH:8]1[CH2:13][CH2:12][CH2:11][N:10]([CH2:14][C:15]([O:17]C)=[O:16])[CH2:9]1.[Li+:25].[OH-], predict the reaction product. The product is: [CH3:1][O:2][CH2:3][CH2:4][CH2:5][O:6][CH:7]([C:19]1[CH:20]=[CH:21][CH:22]=[CH:23][CH:24]=1)[CH:8]1[CH2:13][CH2:12][CH2:11][N:10]([CH2:14][C:15]([O-:17])=[O:16])[CH2:9]1.[Li+:25]. (2) Given the reactants [CH3:1][C:2]([CH3:36])([CH3:35])[CH2:3][CH2:4][C@:5]1([CH3:34])[C:14]2[C:9](=[CH:10][CH:11]=[CH:12][CH:13]=2)[C:8]([OH:15])=[C:7]([C:16]2[NH:21][C:20]3[CH:22]=[CH:23][C:24]([NH:26][S:27]([CH3:30])(=[O:29])=[O:28])=[CH:25][C:19]=3[S:18](=[O:32])(=[O:31])[N:17]=2)[C:6]1=[O:33].[OH-].[Ca+2:38].[OH-], predict the reaction product. The product is: [CH3:1][C:2]([CH3:36])([CH3:35])[CH2:3][CH2:4][C@:5]1([CH3:34])[C:14]2[C:9](=[CH:10][CH:11]=[CH:12][CH:13]=2)[C:8]([O-:15])=[C:7]([C:16]2[NH:21][C:20]3[CH:22]=[CH:23][C:24]([NH:26][S:27]([CH3:30])(=[O:29])=[O:28])=[CH:25][C:19]=3[S:18](=[O:32])(=[O:31])[N:17]=2)[C:6]1=[O:33].[Ca+2:38].[CH3:1][C:2]([CH3:36])([CH3:35])[CH2:3][CH2:4][C@:5]1([CH3:34])[C:14]2[C:9](=[CH:10][CH:11]=[CH:12][CH:13]=2)[C:8]([O-:15])=[C:7]([C:16]2[NH:21][C:20]3[CH:22]=[CH:23][C:24]([NH:26][S:27]([CH3:30])(=[O:29])=[O:28])=[CH:25][C:19]=3[S:18](=[O:32])(=[O:31])[N:17]=2)[C:6]1=[O:33]. (3) Given the reactants [NH2:1][C@:2]([CH3:12])([CH2:5][CH2:6][C:7]1[O:8][CH:9]=[CH:10][CH:11]=1)[CH2:3][OH:4].[C:13](OC(OC(C)(C)C)=O)(OC(C)(C)C)=[O:14].C(N(CC)CC)C.O, predict the reaction product. The product is: [CH3:12][C@@:2]1([CH2:5][CH2:6][C:7]2[O:8][CH:9]=[CH:10][CH:11]=2)[CH2:3][O:4][C:13](=[O:14])[NH:1]1. (4) Given the reactants [CH3:1][C:2]1[CH:11]=[C:10]([CH3:12])[CH:9]=[C:8]2[C:3]=1[CH2:4][CH2:5][CH2:6][C:7]2=[O:13].F[B-](F)(F)F.C([O+](CC)CC)C.[N+](=[CH:28][C:29]([O:31][CH2:32][CH3:33])=[O:30])=[N-].C(=O)(O)[O-].[Na+], predict the reaction product. The product is: [CH3:1][C:2]1[C:3]2[CH2:4][CH2:5][CH2:6][CH:28]([C:29]([O:31][CH2:32][CH3:33])=[O:30])[C:7](=[O:13])[C:8]=2[CH:9]=[C:10]([CH3:12])[CH:11]=1. (5) Given the reactants [C:1]1([C@H:11]([NH:13][C:14]([CH:16]2[CH2:21][O:20][CH2:19][CH2:18][NH:17]2)=[O:15])[CH3:12])[C:10]2[C:5](=[CH:6][CH:7]=[CH:8][CH:9]=2)[CH:4]=[CH:3][CH:2]=1.CC1(C)C2C(=C(P(C3C=CC=CC=3)C3C=CC=CC=3)C=CC=2)OC2C(P(C3C=CC=CC=3)C3C=CC=CC=3)=CC=CC1=2.Br[C:65]1[CH:70]=[CH:69][CH:68]=[C:67]([C:71]([F:74])([F:73])[F:72])[CH:66]=1.C([O-])([O-])=O.[Cs+].[Cs+], predict the reaction product. The product is: [C:1]1([C@H:11]([NH:13][C:14]([CH:16]2[CH2:21][O:20][CH2:19][CH2:18][N:17]2[C:65]2[CH:70]=[CH:69][CH:68]=[C:67]([C:71]([F:74])([F:73])[F:72])[CH:66]=2)=[O:15])[CH3:12])[C:10]2[C:5](=[CH:6][CH:7]=[CH:8][CH:9]=2)[CH:4]=[CH:3][CH:2]=1. (6) Given the reactants [CH2:1]([N:4]1[C:12]2[C:7](=[CH:8][CH:9]=[CH:10][C:11]=2[C:13]([F:16])([F:15])[F:14])[C:6]([C:17]2[CH:22]=[CH:21][C:20]([O:23]C)=[CH:19][CH:18]=2)=[N:5]1)[CH:2]=[CH2:3].B(Br)(Br)Br.C1CCCCC=1, predict the reaction product. The product is: [CH2:1]([N:4]1[C:12]2[C:7](=[CH:8][CH:9]=[CH:10][C:11]=2[C:13]([F:16])([F:15])[F:14])[C:6]([C:17]2[CH:18]=[CH:19][C:20]([OH:23])=[CH:21][CH:22]=2)=[N:5]1)[CH:2]=[CH2:3]. (7) Given the reactants [CH3:1][O:2][CH2:3][CH:4]1[CH2:9][O:8][C:7]2[CH:10]=[CH:11][C:12]([C:14](C)=[O:15])=[CH:13][C:6]=2[O:5]1.[SH-].[Na+].Cl.[O-:20]Cl.[Na+], predict the reaction product. The product is: [CH3:1][O:2][CH2:3][CH:4]1[CH2:9][O:8][C:7]2[CH:10]=[CH:11][C:12]([C:14]([OH:15])=[O:20])=[CH:13][C:6]=2[O:5]1. (8) The product is: [NH:22]([C:2]1[N:3]=[C:4]([NH2:20])[C:5]2[N:6]=[CH:7][N:8]([C:18]=2[N:19]=1)[C@@H:9]1[O:17][C@H:14]([CH2:15][OH:16])[C@@H:12]([OH:13])[C@H:10]1[OH:11])[NH2:23]. Given the reactants F[C:2]1[N:3]=[C:4]([NH2:20])[C:5]2[N:6]=[CH:7][N:8]([C:18]=2[N:19]=1)[C@@H:9]1[O:17][C@H:14]([CH2:15][OH:16])[C@@H:12]([OH:13])[C@H:10]1[OH:11].O.[NH2:22][NH2:23], predict the reaction product. (9) The product is: [Cl:1][C:2]1[CH:7]=[CH:6][C:5]([C:8]2[C:13]([NH:14][NH:15][C:47](=[O:48])[CH2:45][NH:44][C:37](=[O:38])[O:39][C:40]([CH3:41])([CH3:42])[CH3:43])=[N:12][N:11]([CH2:16][C:17]3[C:18]([CH3:27])=[N:19][C:20]([C:23]([F:25])([F:26])[F:24])=[CH:21][CH:22]=3)[C:10](=[O:28])[C:9]=2[C:29]2[CH:30]=[CH:31][C:32]([C:33]#[N:34])=[CH:35][CH:36]=2)=[CH:4][CH:3]=1. Given the reactants [Cl:1][C:2]1[CH:7]=[CH:6][C:5]([C:8]2[C:13]([NH:14][NH2:15])=[N:12][N:11]([CH2:16][C:17]3[C:18]([CH3:27])=[N:19][C:20]([C:23]([F:26])([F:25])[F:24])=[CH:21][CH:22]=3)[C:10](=[O:28])[C:9]=2[C:29]2[CH:36]=[CH:35][C:32]([C:33]#[N:34])=[CH:31][CH:30]=2)=[CH:4][CH:3]=1.[C:37]([NH:44][C@H:45]([C:47](O)=[O:48])C)([O:39][C:40]([CH3:43])([CH3:42])[CH3:41])=[O:38].CCN=C=NCCCN(C)C.C1C=CC2N(O)N=NC=2C=1.C(N(C(C)C)CC)(C)C, predict the reaction product.